From a dataset of Peptide-MHC class II binding affinity with 134,281 pairs from IEDB. Regression. Given a peptide amino acid sequence and an MHC pseudo amino acid sequence, predict their binding affinity value. This is MHC class II binding data. (1) The peptide sequence is EKMFVSPTPGQRNPY. The MHC is H-2-IAb with pseudo-sequence H-2-IAb. The binding affinity (normalized) is 0.372. (2) The peptide sequence is VTKKEEPVNIEAEPP. The MHC is DRB1_0301 with pseudo-sequence DRB1_0301. The binding affinity (normalized) is 0.142. (3) The peptide sequence is SLMYFHKRDMRLLSL. The MHC is DRB1_1301 with pseudo-sequence DRB1_1301. The binding affinity (normalized) is 0.872. (4) The peptide sequence is APRFKHLRKYTYNYEA. The MHC is DRB1_0101 with pseudo-sequence DRB1_0101. The binding affinity (normalized) is 0. (5) The peptide sequence is VGNVAWMHVLAAKYI. The MHC is DRB1_1101 with pseudo-sequence DRB1_1101. The binding affinity (normalized) is 0.455. (6) The peptide sequence is LIGLRIVFAVLSIVNRVRQG. The MHC is DRB1_1501 with pseudo-sequence DRB1_1501. The binding affinity (normalized) is 0.445. (7) The peptide sequence is KGDEQKLRSAGELEL. The MHC is DRB4_0101 with pseudo-sequence DRB4_0103. The binding affinity (normalized) is 0.112. (8) The peptide sequence is APPAYEKLSAEQ. The MHC is DRB1_0101 with pseudo-sequence DRB1_0101. The binding affinity (normalized) is 0.503. (9) The peptide sequence is NVFDEVIPTAFTVGK. The MHC is DRB1_0301 with pseudo-sequence DRB1_0301. The binding affinity (normalized) is 0.331.